Task: Predict the reactants needed to synthesize the given product.. Dataset: Full USPTO retrosynthesis dataset with 1.9M reactions from patents (1976-2016) (1) Given the product [Cl:1][C:2]1[CH:10]=[CH:9][C:5]([CH:6]([C:18]2[CH:23]=[CH:22][C:21]([N+:24]([O-:26])=[O:25])=[CH:20][CH:19]=2)[C:7]#[N:8])=[CH:4][CH:3]=1, predict the reactants needed to synthesize it. The reactants are: [Cl:1][C:2]1[CH:10]=[CH:9][C:5]([CH2:6][C:7]#[N:8])=[CH:4][CH:3]=1.CC(C)([O-])C.[K+].F[C:18]1[CH:23]=[CH:22][C:21]([N+:24]([O-:26])=[O:25])=[CH:20][CH:19]=1.Cl. (2) Given the product [F:22][C:16]1[CH:17]=[C:18]([F:21])[CH:19]=[CH:20][C:15]=1[C:11]1[N:12]=[N:13][CH:14]=[C:9]([C:4]2[CH:5]=[CH:6][C:7]([F:8])=[C:2]([C:31]3[CH:30]=[CH:29][N:28]=[CH:27][C:26]=3[F:25])[CH:3]=2)[N:10]=1, predict the reactants needed to synthesize it. The reactants are: Br[C:2]1[CH:3]=[C:4]([C:9]2[N:10]=[C:11]([C:15]3[CH:20]=[CH:19][C:18]([F:21])=[CH:17][C:16]=3[F:22])[N:12]=[N:13][CH:14]=2)[CH:5]=[CH:6][C:7]=1[F:8].[Cl-].[Li+].[F:25][C:26]1[CH:27]=[N:28][CH:29]=[CH:30][C:31]=1[Sn](CCCC)(CCCC)CCCC. (3) Given the product [CH:32]1([C:2]2[C:11]([O:12][CH3:13])=[C:10]3[C:5]([CH:6]=[CH:7][C:8]([CH3:14])=[N:9]3)=[CH:4][CH:3]=2)[CH2:33][CH2:28]1, predict the reactants needed to synthesize it. The reactants are: Br[C:2]1[C:11]([O:12][CH3:13])=[C:10]2[C:5]([CH:6]=[CH:7][C:8]([CH3:14])=[N:9]2)=[CH:4][CH:3]=1.P([CH:28]1[CH2:33][CH2:32]CCC1)(C1CCCCC1)C1CCCCC1.C1(B(O)O)CC1.C(OCC)(=O)C. (4) Given the product [CH3:21][C:18]1[O:17][C:16]([N:13]2[CH2:12][CH2:11][CH:10]([NH2:9])[CH2:15][CH2:14]2)=[N:20][N:19]=1, predict the reactants needed to synthesize it. The reactants are: C(O[N:9]=[C:10]1[CH2:15][CH2:14][N:13]([C:16]2[O:17][C:18]([CH3:21])=[N:19][N:20]=2)[CH2:12][CH2:11]1)C1C=CC=CC=1. (5) Given the product [Cl:29][C:30]1[CH:35]=[C:34]([Cl:36])[CH:33]=[CH:32][C:31]=1[C:2]1[CH:3]=[C:4]2[CH:19]3[CH2:20][N:21]([C:24]([O:26][CH2:27][CH3:28])=[O:25])[CH2:22][CH2:23][CH:18]3[N:6]3[CH2:7][CH:8]([CH3:17])[N:9]([C:12]([O:14][CH2:15][CH3:16])=[O:13])[C:10]([CH:11]=1)=[C:5]23, predict the reactants needed to synthesize it. The reactants are: Br[C:2]1[CH:3]=[C:4]2[CH:19]3[CH2:20][N:21]([C:24]([O:26][CH2:27][CH3:28])=[O:25])[CH2:22][CH2:23][CH:18]3[N:6]3[CH2:7][CH:8]([CH3:17])[N:9]([C:12]([O:14][CH2:15][CH3:16])=[O:13])[C:10]([CH:11]=1)=[C:5]23.[Cl:29][C:30]1[CH:35]=[C:34]([Cl:36])[CH:33]=[CH:32][C:31]=1B(O)O.C([O-])([O-])=O.[Na+].[Na+]. (6) Given the product [CH2:11]([N:18]([CH2:19][CH2:20][O:21][Si:22]([C:25]([CH3:28])([CH3:27])[CH3:26])([CH3:23])[CH3:24])[C:4](=[O:6])[C:3]1[CH:7]=[CH:8][CH:9]=[N:10][C:2]=1[Cl:1])[C:12]1[CH:17]=[CH:16][CH:15]=[CH:14][CH:13]=1, predict the reactants needed to synthesize it. The reactants are: [Cl:1][C:2]1[N:10]=[CH:9][CH:8]=[CH:7][C:3]=1[C:4]([OH:6])=O.[CH2:11]([NH:18][CH2:19][CH2:20][O:21][Si:22]([C:25]([CH3:28])([CH3:27])[CH3:26])([CH3:24])[CH3:23])[C:12]1[CH:17]=[CH:16][CH:15]=[CH:14][CH:13]=1.C1C=CC2N(O)N=NC=2C=1.CCN=C=NCCCN(C)C.Cl.